From a dataset of Catalyst prediction with 721,799 reactions and 888 catalyst types from USPTO. Predict which catalyst facilitates the given reaction. (1) Product: [NH2:11][CH:8]([C:7]1[C:2](=[O:1])[NH:3][C:4]([CH:15]2[CH2:19][CH2:18][CH2:17][O:16]2)=[N:5][N:6]=1)[CH2:9][CH3:10]. The catalyst class is: 33. Reactant: [O:1]=[C:2]1[C:7]([CH:8]([NH:11]C(=O)C)[CH2:9][CH3:10])=[N:6][N:5]=[C:4]([CH:15]2[CH2:19][CH2:18][CH2:17][O:16]2)[NH:3]1.[OH-].[Na+].C(O)C. (2) Reactant: [NH2:1][C:2]1[CH:3]=[CH:4][C:5]([Cl:11])=[C:6]([CH:10]=1)[C:7]([OH:9])=[O:8].[CH3:12][O:13][C:14]1[CH:22]=[CH:21][C:17]([C:18](Cl)=[O:19])=[CH:16][CH:15]=1. Product: [Cl:11][C:5]1[CH:4]=[CH:3][C:2]([NH:1][C:18](=[O:19])[C:17]2[CH:21]=[CH:22][C:14]([O:13][CH3:12])=[CH:15][CH:16]=2)=[CH:10][C:6]=1[C:7]([OH:9])=[O:8]. The catalyst class is: 1. (3) Product: [C:19]([O:23][C:24]([N:26]1[CH2:27][CH2:28][N:29]([C:32]2[NH:36][C:4]([C:6]3[CH:11]=[CH:10][N:9]=[C:8]([Cl:12])[CH:7]=3)=[CH:3][C:33]=2[C:34]#[N:35])[CH2:30][CH2:31]1)=[O:25])([CH3:22])([CH3:20])[CH3:21]. The catalyst class is: 14. Reactant: Br.Br[CH2:3][C:4]([C:6]1[CH:11]=[CH:10][N:9]=[C:8]([Cl:12])[CH:7]=1)=O.C([O-])(O)=O.[Na+].Cl.[C:19]([O:23][C:24]([N:26]1[CH2:31][CH2:30][N:29]([C:32]([NH2:36])=[CH:33][C:34]#[N:35])[CH2:28][CH2:27]1)=[O:25])([CH3:22])([CH3:21])[CH3:20]. (4) Reactant: [NH2:1][C:2]1[CH:18]=[CH:17][C:5]([O:6][C:7]2[CH:15]=[C:14]([Br:16])[CH:13]=[CH:12][C:8]=2[C:9]([OH:11])=[O:10])=[CH:4][CH:3]=1.[C:19](Cl)(=[O:21])[CH3:20].C(N(CC)CC)C. Product: [C:19]([NH:1][C:2]1[CH:18]=[CH:17][C:5]([O:6][C:7]2[CH:15]=[C:14]([Br:16])[CH:13]=[CH:12][C:8]=2[C:9]([OH:11])=[O:10])=[CH:4][CH:3]=1)(=[O:21])[CH3:20]. The catalyst class is: 1.